This data is from Forward reaction prediction with 1.9M reactions from USPTO patents (1976-2016). The task is: Predict the product of the given reaction. Given the reactants [CH2:1]([O:8][CH2:9][CH2:10][CH2:11][C:12]([OH:14])=[O:13])[C:2]1[CH:7]=[CH:6][CH:5]=[CH:4][CH:3]=1.S(=O)(=O)(O)O.[CH3:20]O, predict the reaction product. The product is: [CH2:1]([O:8][CH2:9][CH2:10][CH2:11][C:12]([O:14][CH3:20])=[O:13])[C:2]1[CH:7]=[CH:6][CH:5]=[CH:4][CH:3]=1.